Dataset: Reaction yield outcomes from USPTO patents with 853,638 reactions. Task: Predict the reaction yield, written as a fraction of the theoretical maximum amount of product (1.0 means a 100% yield; for example, 0.34 means a 34% yield). (1) The reactants are [NH:1]1[CH2:5][CH2:4][CH2:3][C@H:2]1[C:6]([O:8]C(C)(C)C)=[O:7].C([O-])([O-])=O.[Na+].[Na+].[CH3:19][C:20]([O:23][C:24](O[C:24]([O:23][C:20]([CH3:22])([CH3:21])[CH3:19])=[O:25])=[O:25])([CH3:22])[CH3:21]. The catalyst is C1COCC1.O. The product is [C:20]([O:23][C:24]([N:1]1[CH2:5][CH2:4][CH2:3][C@H:2]1[C:6]([OH:8])=[O:7])=[O:25])([CH3:22])([CH3:21])[CH3:19]. The yield is 0.860. (2) The reactants are [C:1]([C:4]1[O:12][C:11]2[C:10]([N:13]3[CH2:18][CH2:17][CH:16]([CH:19]4[CH2:24][CH2:23][N:22](C(OC(C)(C)C)=O)[CH2:21][CH2:20]4)[CH2:15][CH2:14]3)=[N:9][CH:8]=[N:7][C:6]=2[CH:5]=1)(=[O:3])[NH2:2].C(O)(C(F)(F)F)=O. The catalyst is C(Cl)Cl. The product is [N:13]1([C:10]2[C:11]3[O:12][C:4]([C:1]([NH2:2])=[O:3])=[CH:5][C:6]=3[N:7]=[CH:8][N:9]=2)[CH2:14][CH2:15][CH:16]([CH:19]2[CH2:24][CH2:23][NH:22][CH2:21][CH2:20]2)[CH2:17][CH2:18]1. The yield is 0.750. (3) The reactants are [NH2:1][C:2]1[CH:3]=[C:4]2[C:9](=[CH:10][CH:11]=1)[O:8][CH:7]=[CH:6][C:5]2=[O:12].[Cl:13][C:14]1[CH:19]=[CH:18][C:17]([N:20]=[C:21]=[O:22])=[CH:16][CH:15]=1. The catalyst is C1(C)C=CC=CC=1. The product is [Cl:13][C:14]1[CH:19]=[CH:18][C:17]([NH:20][C:21]([NH:1][C:2]2[CH:3]=[C:4]3[C:9](=[CH:10][CH:11]=2)[O:8][CH:7]=[CH:6][C:5]3=[O:12])=[O:22])=[CH:16][CH:15]=1. The yield is 0.990. (4) The reactants are CC1(C)[O:6][C@@H:5]([CH2:7][CH2:8][O:9][C:10]2[CH:18]=[C:17]([F:19])[CH:16]=[C:15]([NH:20][C:21]3[CH:26]=[CH:25][C:24]([I:27])=[CH:23][C:22]=3[F:28])[C:11]=2[C:12]([NH2:14])=[O:13])[CH2:4][O:3]1.Cl. The catalyst is C1COCC1. The product is [OH:6][C@H:5]([CH2:4][OH:3])[CH2:7][CH2:8][O:9][C:10]1[CH:18]=[C:17]([F:19])[CH:16]=[C:15]([NH:20][C:21]2[CH:26]=[CH:25][C:24]([I:27])=[CH:23][C:22]=2[F:28])[C:11]=1[C:12]([NH2:14])=[O:13]. The yield is 0.610. (5) The reactants are O.[OH-].[Li+].C([O:6][C:7]([C:9]1[CH:14]=[CH:13][C:12]([O:15][CH2:16][C:17]2[N:18]([CH3:29])[N:19]=[N:20][C:21]=2[C:22]2[CH:27]=[CH:26][C:25]([F:28])=[CH:24][N:23]=2)=[CH:11][N:10]=1)=[O:8])C. The catalyst is O.C1COCC1.CO. The product is [F:28][C:25]1[CH:26]=[CH:27][C:22]([C:21]2[N:20]=[N:19][N:18]([CH3:29])[C:17]=2[CH2:16][O:15][C:12]2[CH:13]=[CH:14][C:9]([C:7]([OH:8])=[O:6])=[N:10][CH:11]=2)=[N:23][CH:24]=1. The yield is 0.780. (6) The reactants are [Cl:1][C:2]1(C2C=CC=C(C(=O)NC)C=2)[CH:7]=[CH:6][C:5]([N:8]([C:12]2[CH:17]=[CH:16][CH:15]=[CH:14][C:13]=2[C:18]([F:21])([F:20])[F:19])[C:9](=[O:11])[NH2:10])=[C:4](NC(O)=O)[CH2:3]1.[CH3:36][NH:37][C:38]([C:40]1[CH:41]=[C:42]([CH:44]=[CH:45][CH:46]=1)[NH2:43])=[O:39].C1C=CC2N(O)N=NC=2C=1.CN1CC[O:61][CH2:60]C1.CCN=C=NCCCN(C)C.Cl. The catalyst is CN(C=O)C.O. The product is [Cl:1][C:2]1([C:60](=[O:61])[NH:43][C:42]2[CH:44]=[CH:45][CH:46]=[C:40]([C:38](=[O:39])[NH:37][CH3:36])[CH:41]=2)[CH:7]=[CH:6][C:5]([N:8]([C:12]2[CH:17]=[CH:16][CH:15]=[CH:14][C:13]=2[C:18]([F:19])([F:21])[F:20])[C:9](=[O:11])[NH2:10])=[CH:4][CH2:3]1. The yield is 0.410.